Task: Regression. Given a peptide amino acid sequence and an MHC pseudo amino acid sequence, predict their binding affinity value. This is MHC class I binding data.. Dataset: Peptide-MHC class I binding affinity with 185,985 pairs from IEDB/IMGT (1) The peptide sequence is DEFVADIPS. The MHC is HLA-B15:17 with pseudo-sequence HLA-B15:17. The binding affinity (normalized) is 0.0847. (2) The peptide sequence is KWYKYPWRF. The MHC is HLA-C07:01 with pseudo-sequence HLA-C07:01. The binding affinity (normalized) is 0.0847. (3) The peptide sequence is RYDYANLCQ. The MHC is HLA-B27:05 with pseudo-sequence HLA-B27:05. The binding affinity (normalized) is 0.0847. (4) The peptide sequence is WPTVRERM. The MHC is HLA-A02:01 with pseudo-sequence HLA-A02:01. The binding affinity (normalized) is 0. (5) The peptide sequence is LPFDKPTIM. The MHC is HLA-B35:01 with pseudo-sequence HLA-B35:01. The binding affinity (normalized) is 0.719.